This data is from Forward reaction prediction with 1.9M reactions from USPTO patents (1976-2016). The task is: Predict the product of the given reaction. (1) Given the reactants [NH2:1][CH:2]1[C:11]2[CH:10]=[N:9][CH:8]=[C:7]([C:12]3[CH:13]=[C:14]4[C:19](=[CH:20][CH:21]=3)[N:18]([CH3:22])[C:17](=[O:23])[CH2:16][CH2:15]4)[C:6]=2[CH2:5][CH2:4][CH2:3]1.[CH2:24]([S:26](Cl)(=[O:28])=[O:27])[CH3:25].CCN(CC)CC, predict the reaction product. The product is: [CH3:22][N:18]1[C:19]2[C:14](=[CH:13][C:12]([C:7]3[C:6]4[CH2:5][CH2:4][CH2:3][CH:2]([NH:1][S:26]([CH2:24][CH3:25])(=[O:28])=[O:27])[C:11]=4[CH:10]=[N:9][CH:8]=3)=[CH:21][CH:20]=2)[CH2:15][CH2:16][C:17]1=[O:23]. (2) Given the reactants [CH3:1][O:2][C:3]1[CH:8]=[CH:7][C:6](CC([O-])=O)=[CH:5][C:4]=1[N+:13]([O-:15])=[O:14].[O-:16]CC.[Na+].Cl, predict the reaction product. The product is: [CH3:1][O:2][C:3]1[CH:8]=[CH:7][C:6]([OH:16])=[CH:5][C:4]=1[N+:13]([O-:15])=[O:14].